From a dataset of Full USPTO retrosynthesis dataset with 1.9M reactions from patents (1976-2016). Predict the reactants needed to synthesize the given product. (1) The reactants are: [C:1]([O:5][C:6]([NH:8][C@H:9]([C:11]([OH:13])=O)[CH3:10])=[O:7])([CH3:4])([CH3:3])[CH3:2].[N:14]1[CH:19]=[CH:18][CH:17]=[CH:16][C:15]=1[CH:20]1[CH2:25][CH2:24][NH:23][CH2:22][CH2:21]1.Cl.C[N:28](C)CCCN=C=NCC. Given the product [N:14]1[CH:19]=[CH:18][CH:17]=[CH:16][C:15]=1[CH:20]1[CH2:25][CH2:24][N:23]([NH:28][C:11](=[O:13])[C@H:9]([CH3:10])[NH:8][C:6]([O:5][C:1]([CH3:2])([CH3:3])[CH3:4])=[O:7])[CH2:22][CH2:21]1, predict the reactants needed to synthesize it. (2) Given the product [NH2:18][C:13]1[CH:14]=[N:15][C:16]2[C:11]([C:12]=1[NH:21][CH2:22][C:23]([CH3:26])([OH:25])[CH3:24])=[CH:10][CH:9]=[C:8]([CH2:1][C:2]1[CH:3]=[CH:4][CH:5]=[CH:6][CH:7]=1)[CH:17]=2.[NH2:44][C:38]1[CH:39]=[N:40][C:41]2[C:36]([C:37]=1[NH:47][CH2:48][C:49]([CH3:52])([OH:51])[CH3:50])=[CH:35][C:34]([CH2:27][C:28]1[CH:29]=[CH:30][CH:31]=[CH:32][CH:33]=1)=[CH:43][CH:42]=2, predict the reactants needed to synthesize it. The reactants are: [CH2:1]([C:8]1[CH:17]=[C:16]2[C:11]([C:12]([NH:21][CH2:22][C:23]([CH3:26])([OH:25])[CH3:24])=[C:13]([N+:18]([O-])=O)[CH:14]=[N:15]2)=[CH:10][CH:9]=1)[C:2]1[CH:7]=[CH:6][CH:5]=[CH:4][CH:3]=1.[CH2:27]([C:34]1[CH:35]=[C:36]2[C:41](=[CH:42][CH:43]=1)[N:40]=[CH:39][C:38]([N+:44]([O-])=O)=[C:37]2[NH:47][CH2:48][C:49]([CH3:52])([OH:51])[CH3:50])[C:28]1[CH:33]=[CH:32][CH:31]=[CH:30][CH:29]=1. (3) Given the product [CH2:1]([NH:8][C:10]1[C:19](=[O:20])[C:18]2[C:13](=[CH:14][CH:15]=[CH:16][CH:17]=2)[C:12](=[O:21])[C:11]=1[N:22]([CH2:26][CH2:27][O:28][CH3:29])[C:23](=[O:25])[CH3:24])[C:2]1[CH:7]=[CH:6][CH:5]=[CH:4][CH:3]=1, predict the reactants needed to synthesize it. The reactants are: [CH2:1]([NH2:8])[C:2]1[CH:7]=[CH:6][CH:5]=[CH:4][CH:3]=1.Cl[C:10]1[C:19](=[O:20])[C:18]2[C:13](=[CH:14][CH:15]=[CH:16][CH:17]=2)[C:12](=[O:21])[C:11]=1[N:22]([CH2:26][CH2:27][O:28][CH3:29])[C:23](=[O:25])[CH3:24].C(OCC)(=O)C. (4) Given the product [OH:17][C:18]1[CH:19]=[C:20]([CH2:25][C:26]([NH:1][C:2]2[CH:7]=[CH:6][CH:5]=[CH:4][C:3]=2[C:8]2[NH:9][C:10]3[C:15]([CH:16]=2)=[CH:14][CH:13]=[CH:12][CH:11]=3)=[O:27])[CH:21]=[CH:22][C:23]=1[OH:24], predict the reactants needed to synthesize it. The reactants are: [NH2:1][C:2]1[CH:7]=[CH:6][CH:5]=[CH:4][C:3]=1[C:8]1[NH:9][C:10]2[C:15]([CH:16]=1)=[CH:14][CH:13]=[CH:12][CH:11]=2.[OH:17][C:18]1[CH:19]=[C:20]([CH2:25][C:26](O)=[O:27])[CH:21]=[CH:22][C:23]=1[OH:24].